From a dataset of TCR-epitope binding with 47,182 pairs between 192 epitopes and 23,139 TCRs. Binary Classification. Given a T-cell receptor sequence (or CDR3 region) and an epitope sequence, predict whether binding occurs between them. The epitope is TFYLTNDVSFL. The TCR CDR3 sequence is CASGLDLTGYGYTF. Result: 1 (the TCR binds to the epitope).